Dataset: Full USPTO retrosynthesis dataset with 1.9M reactions from patents (1976-2016). Task: Predict the reactants needed to synthesize the given product. (1) Given the product [ClH:48].[NH2:36][C:5]([CH2:6][OH:7])([CH2:4][OH:3])[CH2:8][CH2:9][C:10]1[CH:23]=[C:22]2[C:13](=[CH:12][CH:11]=1)[CH2:14][C:15]1[CH:16]=[C:17]([C:24](=[O:35])[C:25]3[CH:30]=[CH:29][C:28]([C:31]([F:32])([F:33])[F:34])=[CH:27][CH:26]=3)[CH:18]=[CH:19][C:20]=1[S:21]2, predict the reactants needed to synthesize it. The reactants are: CC1(C)[O:7][CH2:6][C:5]([NH:36]C(=O)OC(C)(C)C)([CH2:8][CH2:9][C:10]2[CH:11]=[CH:12][C:13]3[CH2:14][C:15]4[C:20]([S:21][C:22]=3[CH:23]=2)=[CH:19][CH:18]=[C:17]([C:24](=[O:35])[C:25]2[CH:30]=[CH:29][C:28]([C:31]([F:34])([F:33])[F:32])=[CH:27][CH:26]=2)[CH:16]=4)[CH2:4][O:3]1.C(O)C.[ClH:48]. (2) Given the product [Br:35][C:32]1[CH:33]=[CH:34][C:29]2[O:28][C:27]3[CH:36]=[CH:37][C:24]([C:16]4[CH:17]=[CH:18][C:19]5[N:7]([C:1]6[CH:6]=[CH:5][CH:4]=[CH:3][CH:2]=6)[C:8]6[C:13]([C:14]=5[CH:15]=4)=[CH:12][CH:11]=[CH:10][CH:9]=6)=[CH:25][C:26]=3[C:30]=2[CH:31]=1, predict the reactants needed to synthesize it. The reactants are: [C:1]1([N:7]2[C:19]3[CH:18]=[CH:17][C:16](B(O)O)=[CH:15][C:14]=3[C:13]3[C:8]2=[CH:9][CH:10]=[CH:11][CH:12]=3)[CH:6]=[CH:5][CH:4]=[CH:3][CH:2]=1.Br[C:24]1[CH:37]=[CH:36][C:27]2[O:28][C:29]3[CH:34]=[CH:33][C:32]([Br:35])=[CH:31][C:30]=3[C:26]=2[CH:25]=1.C(=O)([O-])[O-].[K+].[K+].O1CCOCC1. (3) Given the product [CH3:32][C:27]1[CH:26]=[C:25]([CH:30]=[CH:29][C:28]=1[CH3:31])[CH2:24][N:21]1[C:22]([CH3:23])=[C:18]([CH2:17][CH2:16][CH2:15][C:12]2[CH:13]=[CH:14][C:9]([O:8][C:5]([CH3:6])([CH3:7])[C:4]([OH:37])=[O:3])=[CH:10][CH:11]=2)[N:19]([CH2:34][CH2:35][CH3:36])[C:20]1=[O:33], predict the reactants needed to synthesize it. The reactants are: C([O:3][C:4](=[O:37])[C:5]([O:8][C:9]1[CH:14]=[CH:13][C:12]([CH2:15][CH2:16][CH2:17][C:18]2[N:19]([CH2:34][CH2:35][CH3:36])[C:20](=[O:33])[N:21]([CH2:24][C:25]3[CH:30]=[CH:29][C:28]([CH3:31])=[C:27]([CH3:32])[CH:26]=3)[C:22]=2[CH3:23])=[CH:11][CH:10]=1)([CH3:7])[CH3:6])C.[OH-].[Na+].Cl. (4) Given the product [C:37]([O:41][C:42]([N:44]1[CH2:47][C:46](=[CH:19][C:20]2[N:21]([CH3:36])[C:22]3[C:27]([N:28]=2)=[C:26]([N:29]2[CH2:30][CH2:31][O:32][CH2:33][CH2:34]2)[N:25]=[C:24]([Cl:35])[N:23]=3)[CH2:45]1)=[O:43])([CH3:40])([CH3:38])[CH3:39], predict the reactants needed to synthesize it. The reactants are: C(NC(C)C)(C)C.[Li]CCCC.COP([CH2:19][C:20]1[N:21]([CH3:36])[C:22]2[C:27]([N:28]=1)=[C:26]([N:29]1[CH2:34][CH2:33][O:32][CH2:31][CH2:30]1)[N:25]=[C:24]([Cl:35])[N:23]=2)(=O)OC.[C:37]([O:41][C:42]([N:44]1[CH2:47][C:46](=O)[CH2:45]1)=[O:43])([CH3:40])([CH3:39])[CH3:38]. (5) Given the product [Si:39]([O:46][C@H:47]1[CH2:51][CH2:50][N:49]([CH2:52][C@H:53]([C:56]2[CH:57]=[C:58]([CH:68]=[CH:69][CH:70]=2)[O:59][CH2:60][C:61]([O:63][C:64]([CH3:67])([CH3:66])[CH3:65])=[O:62])[N:54]([CH3:55])[C:14](=[O:16])[CH2:13][C:10]2[CH:11]=[CH:12][C:3]3[S:2](=[O:1])(=[O:17])[CH2:7][C:6](=[O:8])[NH:5][C:4]=3[CH:9]=2)[CH2:48]1)([C:42]([CH3:44])([CH3:45])[CH3:43])([CH3:41])[CH3:40], predict the reactants needed to synthesize it. The reactants are: [O:1]=[S:2]1(=[O:17])[CH2:7][C:6](=[O:8])[NH:5][C:4]2[CH:9]=[C:10]([CH2:13][C:14]([OH:16])=O)[CH:11]=[CH:12][C:3]1=2.CCN=C=NCCCN(C)C.C1C=CC2N(O)N=NC=2C=1.[Si:39]([O:46][C@H:47]1[CH2:51][CH2:50][N:49]([CH2:52][C@H:53]([C:56]2[CH:57]=[C:58]([CH:68]=[CH:69][CH:70]=2)[O:59][CH2:60][C:61]([O:63][C:64]([CH3:67])([CH3:66])[CH3:65])=[O:62])[NH:54][CH3:55])[CH2:48]1)([C:42]([CH3:45])([CH3:44])[CH3:43])([CH3:41])[CH3:40]. (6) Given the product [CH:19]([C:18]1[CH:23]=[C:24]([CH3:25])[NH:11][C:12]=1[C:13]([O:15][CH2:16][CH3:17])=[O:14])([CH2:20][CH3:21])[CH3:22], predict the reactants needed to synthesize it. The reactants are: C([O-])(=O)C.[NH4+].C(O)(=O)C.O[N:11]=[C:12]([CH:18]([CH2:23][C:24](=O)[CH3:25])[CH:19]([CH3:22])[CH2:20][CH3:21])[C:13]([O:15][CH2:16][CH3:17])=[O:14]. (7) Given the product [F:1][C:2]1[CH:7]=[CH:6][CH:5]=[C:4]([F:8])[C:3]=1[N:9]1[C:14]2[N:15]=[C:16]([S:32]([CH3:33])=[O:43])[N:17]=[C:18]([C:19]3[CH:20]=[C:21]([CH:28]=[CH:29][C:30]=3[CH3:31])[C:22]([NH:24][CH2:25][CH2:26][CH3:27])=[O:23])[C:13]=2[CH2:12][NH:11][C:10]1=[O:34], predict the reactants needed to synthesize it. The reactants are: [F:1][C:2]1[CH:7]=[CH:6][CH:5]=[C:4]([F:8])[C:3]=1[N:9]1[C:14]2[N:15]=[C:16]([S:32][CH3:33])[N:17]=[C:18]([C:19]3[CH:20]=[C:21]([CH:28]=[CH:29][C:30]=3[CH3:31])[C:22]([NH:24][CH2:25][CH2:26][CH3:27])=[O:23])[C:13]=2[CH2:12][NH:11][C:10]1=[O:34].C1C=C(Cl)C=C(C(OO)=[O:43])C=1.CCOC(C)=O.CCCCCC. (8) Given the product [Cl:21][C:15]1[CH:16]=[C:17]([F:20])[CH:18]=[CH:19][C:14]=1[CH:5]1[N:6]=[C:7]([C:9]2[S:10][CH:11]=[CH:12][N:13]=2)[NH:8][C:3]([CH2:2][N:27]2[CH2:32][CH2:31][O:30][CH:29]([CH2:33][CH2:34][C:35]([OH:37])=[O:36])[CH2:28]2)=[C:4]1[C:22]([O:24][CH2:25][CH3:26])=[O:23], predict the reactants needed to synthesize it. The reactants are: Br[CH2:2][C:3]1[NH:8][C:7]([C:9]2[S:10][CH:11]=[CH:12][N:13]=2)=[N:6][CH:5]([C:14]2[CH:19]=[CH:18][C:17]([F:20])=[CH:16][C:15]=2[Cl:21])[C:4]=1[C:22]([O:24][CH2:25][CH3:26])=[O:23].[NH:27]1[CH2:32][CH2:31][O:30][CH:29]([CH2:33][CH2:34][C:35]([OH:37])=[O:36])[CH2:28]1. (9) The reactants are: [Br:1][C:2]1[CH:6]=[N:5][N:4]([CH3:7])[C:3]=1[CH:8]=[O:9].[C:10]1([CH2:16][CH2:17][CH2:18][Mg]Br)[CH:15]=[CH:14][CH:13]=[CH:12][CH:11]=1. Given the product [Br:1][C:2]1[CH:6]=[N:5][N:4]([CH3:7])[C:3]=1[CH:8]([OH:9])[CH2:18][CH2:17][CH2:16][C:10]1[CH:15]=[CH:14][CH:13]=[CH:12][CH:11]=1, predict the reactants needed to synthesize it. (10) Given the product [F:66][C:62]1[C:59]2[S:60][CH:61]=[C:57]([C:53]3[N:52]=[C:51]([CH:49]([OH:50])[CH2:48][NH:47][C:6](=[O:8])[C:5]4[CH:9]=[CH:10][C:11]([O:12][CH3:13])=[C:3]([O:2][CH3:1])[CH:4]=4)[CH:56]=[CH:55][N:54]=3)[C:58]=2[CH:65]=[CH:64][CH:63]=1, predict the reactants needed to synthesize it. The reactants are: [CH3:1][O:2][C:3]1[CH:4]=[C:5]([CH:9]=[CH:10][C:11]=1[O:12][CH3:13])[C:6]([OH:8])=O.CN(C(ON1N=NC2C=CC=NC1=2)=[N+](C)C)C.F[P-](F)(F)(F)(F)F.CCN(C(C)C)C(C)C.[NH2:47][CH2:48][CH:49]([C:51]1[CH:56]=[CH:55][N:54]=[C:53]([C:57]2[C:58]3[CH:65]=[CH:64][CH:63]=[C:62]([F:66])[C:59]=3[S:60][CH:61]=2)[N:52]=1)[OH:50].C([O-])(O)=O.[Na+].